Dataset: Forward reaction prediction with 1.9M reactions from USPTO patents (1976-2016). Task: Predict the product of the given reaction. The product is: [C:9]([C:13]1[CH:20]=[C:19]([C:21]([CH3:24])([CH3:23])[CH3:22])[CH:18]=[C:15]([CH2:16][NH:1][CH:2]2[CH2:7][CH2:6][CH2:5][CH2:4][CH:3]2[NH:8][CH2:16][C:15]2[C:18](=[C:19]([C:21]([CH3:24])([CH3:23])[CH3:22])[CH:20]=[C:13]([C:9]([CH3:11])([CH3:10])[CH3:12])[CH:14]=2)[OH:26])[C:14]=1[OH:25])([CH3:12])([CH3:11])[CH3:10]. Given the reactants [NH2:1][C@@H:2]1[CH2:7][CH2:6][CH2:5][CH2:4][C@H:3]1[NH2:8].[C:9]([C:13]1[CH:20]=[C:19]([C:21]([CH3:24])([CH3:23])[CH3:22])[CH:18]=[C:15]([CH:16]=O)[C:14]=1[OH:25])([CH3:12])([CH3:11])[CH3:10].[OH2:26], predict the reaction product.